Task: Predict which catalyst facilitates the given reaction.. Dataset: Catalyst prediction with 721,799 reactions and 888 catalyst types from USPTO (1) Reactant: [Br:1][C:2]1[CH:7]=[CH:6][C:5]([C:8](=[O:10])[CH3:9])=[C:4]([OH:11])[CH:3]=1.[N:12]1[CH:17]=[CH:16][CH:15]=[CH:14][C:13]=1[CH:18]=O.[OH-].[K+]. Product: [Br:1][C:2]1[CH:7]=[CH:6][C:5]([C:8](=[O:10])/[CH:9]=[CH:18]/[C:13]2[CH:14]=[CH:15][CH:16]=[CH:17][N:12]=2)=[C:4]([OH:11])[CH:3]=1. The catalyst class is: 5. (2) Reactant: [Br:1][C:2]1[CH:3]=[CH:4][C:5]([NH:8][C:9]2[CH:14]=[CH:13][CH:12]=[CH:11][C:10]=2[N+:15]([O-])=O)=[N:6][CH:7]=1.[Sn]. Product: [Br:1][C:2]1[CH:3]=[CH:4][C:5]([NH:8][C:9]2[C:10]([NH2:15])=[CH:11][CH:12]=[CH:13][CH:14]=2)=[N:6][CH:7]=1. The catalyst class is: 8. (3) Reactant: [OH:1][N:2]1[C:7]([CH3:9])([CH3:8])[CH2:6][C:5](=[O:10])[CH2:4][C:3]1([CH3:12])[CH3:11].C(O)(=O)C.[CH2:17]1[CH2:22][CH2:21][CH2:20][CH2:19][CH2:18]1.OO. Product: [CH:17]1([O:1][N:2]2[C:7]([CH3:8])([CH3:9])[CH2:6][C:5](=[O:10])[CH2:4][C:3]2([CH3:12])[CH3:11])[CH2:22][CH2:21][CH2:20][CH2:19][CH2:18]1. The catalyst class is: 192.